Task: Predict the reaction yield, written as a fraction of the theoretical maximum amount of product (1.0 means a 100% yield; for example, 0.34 means a 34% yield).. Dataset: Reaction yield outcomes from USPTO patents with 853,638 reactions (1) The catalyst is O1CCCC1.CO. The product is [NH2:6][C:7]1[CH:8]=[CH:9][CH:10]=[CH:11][C:1]=1[C:2]([NH:14][CH3:13])=[O:3]. The reactants are [C:1]12[C:7](=[CH:8][CH:9]=[CH:10][CH:11]=1)[NH:6]C(=O)O[C:2]2=[O:3].[CH3:13][NH2:14]. The yield is 0.978. (2) The reactants are [CH:1]1([CH:7]([C:9]2[C:10]([CH2:22][CH3:23])=[N:11][N:12]([C:14]3[CH:19]=[CH:18][C:17]([O:20][CH3:21])=[CH:16][CH:15]=3)[CH:13]=2)O)[CH2:6][CH2:5][CH2:4][CH2:3][CH2:2]1.[NH2:24][C:25]1[CH:30]=[CH:29][C:28]([C:31]([NH:33][CH2:34][CH2:35][C:36]([O:38]CC)=[O:37])=[O:32])=[CH:27][CH:26]=1. No catalyst specified. The product is [CH:1]1([CH:7]([NH:24][C:25]2[CH:26]=[CH:27][C:28]([C:31]([NH:33][CH2:34][CH2:35][C:36]([OH:38])=[O:37])=[O:32])=[CH:29][CH:30]=2)[C:9]2[C:10]([CH2:22][CH3:23])=[N:11][N:12]([C:14]3[CH:19]=[CH:18][C:17]([O:20][CH3:21])=[CH:16][CH:15]=3)[CH:13]=2)[CH2:6][CH2:5][CH2:4][CH2:3][CH2:2]1. The yield is 0.430. (3) The reactants are [Br:1][C:2]1[N:7]=[CH:6][C:5]2[C:8]([C:14]#[C:15][Si](C)(C)C)=[CH:9][N:10]([CH:11]([CH3:13])[CH3:12])[C:4]=2[CH:3]=1.[F-].C([N+](CCCC)(CCCC)CCCC)CCC. The catalyst is O1CCCC1. The product is [Br:1][C:2]1[N:7]=[CH:6][C:5]2[C:8]([C:14]#[CH:15])=[CH:9][N:10]([CH:11]([CH3:12])[CH3:13])[C:4]=2[CH:3]=1. The yield is 0.320. (4) The reactants are B(Br)(Br)Br.[Cl:5][C:6]1[CH:11]=[CH:10][C:9]([CH2:12][C:13]#[N:14])=[CH:8][C:7]=1[O:15]C.O. The catalyst is C(Cl)Cl. The product is [Cl:5][C:6]1[CH:11]=[CH:10][C:9]([CH2:12][C:13]#[N:14])=[CH:8][C:7]=1[OH:15]. The yield is 0.850. (5) The reactants are C([N:4]1[C:12]2[C:7](=[CH:8][C:9]([C:13]([C:18]3[C:26]4[C:21](=[C:22]([NH:27][S:28]([CH3:31])(=[O:30])=[O:29])[CH:23]=[CH:24][CH:25]=4)[NH:20][CH:19]=3)([CH2:16][CH3:17])[CH2:14][CH3:15])=[CH:10][CH:11]=2)[CH:6]=[CH:5]1)(=O)C.CO.C1COCC1.O.[Li+].[OH-]. The catalyst is O. The product is [CH2:14]([C:13]([C:18]1[C:26]2[C:21](=[C:22]([NH:27][S:28]([CH3:31])(=[O:29])=[O:30])[CH:23]=[CH:24][CH:25]=2)[NH:20][CH:19]=1)([C:9]1[CH:8]=[C:7]2[C:12](=[CH:11][CH:10]=1)[NH:4][CH:5]=[CH:6]2)[CH2:16][CH3:17])[CH3:15]. The yield is 0.720. (6) The reactants are [NH:1]1[C:5]2[CH:6]=[CH:7][CH:8]=[CH:9][C:4]=2[N:3]=[C:2]1[CH2:10][N:11]([CH2:22][C:23]1[CH:30]=[CH:29][C:26]([CH:27]=O)=[CH:25][CH:24]=1)[CH:12]1[C:21]2[N:20]=[CH:19][CH:18]=[CH:17][C:16]=2[CH2:15][CH2:14][CH2:13]1.[NH2:31][C:32]1[CH:36]=[CH:35][NH:34][N:33]=1.[BH-](OC(C)=O)(OC(C)=O)OC(C)=O.[Na+]. The catalyst is C1COCC1.C(O)(=O)C. The product is [NH:1]1[C:5]2[CH:6]=[CH:7][CH:8]=[CH:9][C:4]=2[N:3]=[C:2]1[CH2:10][N:11]([CH2:22][C:23]1[CH:30]=[CH:29][C:26]([CH2:27][NH:31][C:32]2[CH:36]=[CH:35][NH:34][N:33]=2)=[CH:25][CH:24]=1)[CH:12]1[C:21]2[N:20]=[CH:19][CH:18]=[CH:17][C:16]=2[CH2:15][CH2:14][CH2:13]1. The yield is 0.230. (7) The reactants are C[O:2][C:3](=[O:18])[CH:4]([O:6][C:7]1[CH:12]=[CH:11][CH:10]=[C:9]([N:13]2[CH:17]=[N:16][N:15]=[N:14]2)[CH:8]=1)[CH3:5].[Li+].[OH-].O1CCOCC1. No catalyst specified. The product is [N:13]1([C:9]2[CH:8]=[C:7]([CH:12]=[CH:11][CH:10]=2)[O:6][CH:4]([CH3:5])[C:3]([OH:18])=[O:2])[CH:17]=[N:16][N:15]=[N:14]1. The yield is 0.980. (8) The reactants are [Cl:1][CH:2]([O:6][C:7]([NH:9][CH2:10][C:11]1([CH2:17][C:18]([OH:20])=[O:19])[CH2:16][CH2:15][CH2:14][CH2:13][CH2:12]1)=[O:8])[CH:3]([CH3:5])[CH3:4].C1(N=C=NC2CCCCC2)CCCCC1.[CH2:36](O)[C:37]1[CH:42]=[CH:41][CH:40]=[CH:39][CH:38]=1. The catalyst is ClCCl.CN(C)C1C=CN=CC=1. The product is [Cl:1][CH:2]([O:6][C:7]([NH:9][CH2:10][C:11]1([CH2:17][C:18]([O:20][CH2:36][C:37]2[CH:42]=[CH:41][CH:40]=[CH:39][CH:38]=2)=[O:19])[CH2:12][CH2:13][CH2:14][CH2:15][CH2:16]1)=[O:8])[CH:3]([CH3:4])[CH3:5]. The yield is 0.620. (9) The reactants are [CH2:1]1[O:3][CH:2]1[CH2:4][OH:5].[CH3:6][O:7][C:8]1[CH:13]=[CH:12][C:11]([NH2:14])=[CH:10][CH:9]=1. The catalyst is C(O)C. The product is [CH3:6][O:7][C:8]1[CH:13]=[CH:12][C:11]([NH:14][CH2:1][CH:2]([OH:3])[CH2:4][OH:5])=[CH:10][CH:9]=1. The yield is 0.520. (10) The reactants are [O:1]1[CH2:6][CH2:5][N:4]([CH2:7][C:8]2[O:9][C:10]3[C:15]([C:16](=[O:24])[C:17]=2[C:18]2[CH:23]=[CH:22][CH:21]=[CH:20][CH:19]=2)=[CH:14][CH:13]=[CH:12][CH:11]=3)[CH2:3][CH2:2]1.[ClH:25]. The catalyst is C1COCC1.C(OCC)C. The product is [ClH:25].[O:1]1[CH2:6][CH2:5][N:4]([CH2:7][C:8]2[O:9][C:10]3[C:15]([C:16](=[O:24])[C:17]=2[C:18]2[CH:19]=[CH:20][CH:21]=[CH:22][CH:23]=2)=[CH:14][CH:13]=[CH:12][CH:11]=3)[CH2:3][CH2:2]1. The yield is 0.600.